This data is from Catalyst prediction with 721,799 reactions and 888 catalyst types from USPTO. The task is: Predict which catalyst facilitates the given reaction. (1) Reactant: [CH2:1]([S:3]([C:6]1[CH:7]=[C:8]([C:12]2[N:20]3[C:15]([CH:16]=[N:17][C:18](O)=[N:19]3)=[CH:14][CH:13]=2)[CH:9]=[CH:10][CH:11]=1)(=[O:5])=[O:4])[CH3:2].[CH2:22]([S:24](C1C=C(C2N3C(C=NC(SC)=N3)=CC=2)C=CC=1)(=[O:26])=[O:25])C.OO.[O-]S([O-])(=S)=O.[Na+].[Na+]. Product: [CH2:1]([S:3]([C:6]1[CH:7]=[C:8]([C:12]2[N:20]3[C:15]([CH:16]=[N:17][C:18]([S:24]([CH3:22])(=[O:26])=[O:25])=[N:19]3)=[CH:14][CH:13]=2)[CH:9]=[CH:10][CH:11]=1)(=[O:5])=[O:4])[CH3:2]. The catalyst class is: 467. (2) Reactant: [C:1]([C:3]1[CH:8]=[CH:7][C:6]([N:9]([CH2:20][C:21]([CH3:23])=[CH2:22])[C@H:10]([C:15]([N:17]([CH3:19])[CH3:18])=[O:16])[C@H:11]([CH2:13][CH3:14])[CH3:12])=[CH:5][C:4]=1[C:24]([F:27])([F:26])[F:25])#[N:2].[H][H]. Product: [C:1]([C:3]1[CH:8]=[CH:7][C:6]([N:9]([CH2:20][CH:21]([CH3:23])[CH3:22])[C@H:10]([C:15]([N:17]([CH3:18])[CH3:19])=[O:16])[C@H:11]([CH2:13][CH3:14])[CH3:12])=[CH:5][C:4]=1[C:24]([F:25])([F:26])[F:27])#[N:2]. The catalyst class is: 63.